Dataset: Forward reaction prediction with 1.9M reactions from USPTO patents (1976-2016). Task: Predict the product of the given reaction. (1) Given the reactants [CH3:1][C:2]1[O:3][C:4]2[CH:11]=[CH:10][CH:9]=[C:8]([CH2:12][O:13][C:14]3[CH:19]=[CH:18][C:17]([CH2:20][CH2:21][C:22]([O:24]CC)=[O:23])=[C:16]([F:27])[C:15]=3[F:28])[C:5]=2[C:6]=1[CH3:7].[OH-].[Na+], predict the reaction product. The product is: [CH3:1][C:2]1[O:3][C:4]2[CH:11]=[CH:10][CH:9]=[C:8]([CH2:12][O:13][C:14]3[CH:19]=[CH:18][C:17]([CH2:20][CH2:21][C:22]([OH:24])=[O:23])=[C:16]([F:27])[C:15]=3[F:28])[C:5]=2[C:6]=1[CH3:7]. (2) Given the reactants [C:1]([O:6][CH2:7][CH2:8][CH2:9][CH2:10][CH2:11][CH2:12][CH2:13][CH2:14][CH2:15][CH2:16][CH2:17][CH3:18])(=[O:5])[C:2]([CH3:4])=[CH2:3].[C:19]([O:24][CH2:25][CH:26]([CH2:31][CH3:32])[CH2:27][CH2:28][CH2:29][CH3:30])(=[O:23])[C:20]([CH3:22])=[CH2:21].[C:33]([O:37][CH2:38][CH:39]([CH2:44][CH3:45])[CH2:40][CH2:41][CH2:42][CH3:43])(=[O:36])[CH:34]=[CH2:35].C(OOC(=O)C1C=CC=CC=1)(=O)C1C=CC=CC=1, predict the reaction product. The product is: [C:1]([O:6][CH2:7][CH2:8][CH2:9][CH2:10][CH2:11][CH2:12][CH2:13][CH2:14][CH2:15][CH2:16][CH2:17][CH3:18])(=[O:5])[C:2]([CH3:4])=[CH2:3].[C:19]([O:24][CH2:25][CH:26]([CH2:31][CH3:32])[CH2:27][CH2:28][CH2:29][CH3:30])(=[O:23])[C:20]([CH3:22])=[CH2:21].[C:33]([O:37][CH2:38][CH:39]([CH2:44][CH3:45])[CH2:40][CH2:41][CH2:42][CH3:43])(=[O:36])[CH:34]=[CH2:35]. (3) Given the reactants [CH3:1][C:2]1([C:7]2[O:11][C:10]([CH2:12][N:13]3[N:17]=[C:16]([NH2:18])[CH:15]=[N:14]3)=[CH:9][CH:8]=2)[O:6]CCO1.[Cl:19][C:20]1[CH:21]=[C:22]([C:26]2[O:30][CH:29]=[N:28][C:27]=2[C:31](O)=[O:32])[CH:23]=[CH:24][CH:25]=1, predict the reaction product. The product is: [C:2]([C:7]1[O:11][C:10]([CH2:12][N:13]2[N:17]=[C:16]([NH:18][C:31]([C:27]3[N:28]=[CH:29][O:30][C:26]=3[C:22]3[CH:23]=[CH:24][CH:25]=[C:20]([Cl:19])[CH:21]=3)=[O:32])[CH:15]=[N:14]2)=[CH:9][CH:8]=1)(=[O:6])[CH3:1]. (4) Given the reactants C(O)CCCCCCCO.FC1C(F)=C(OC)C(F)=C(F)C=1CBr.[F:25][C:26]1[C:42]([F:43])=[C:41]([O:44][CH3:45])[C:40]([F:46])=[C:39]([F:47])[C:27]=1[CH2:28][O:29][CH2:30][CH2:31][CH2:32][CH2:33][CH2:34][CH2:35][CH2:36][CH2:37][OH:38].FC1C(F)=C(OC)C(F)=C(F)C=1COCCCCCCCC(O)=O.Cl.Cl.[CH2:74]([O:81][C:82](=[O:90])[CH2:83][C@@H:84]([NH2:89])[CH2:85][N:86]([CH3:88])[CH3:87])[C:75]1[CH:80]=[CH:79][CH:78]=[CH:77][CH:76]=1, predict the reaction product. The product is: [CH2:74]([O:81][C:82](=[O:90])[CH2:83][C@@H:84]([NH:89][C:37](=[O:38])[CH2:36][CH2:35][CH2:34][CH2:33][CH2:32][CH2:31][CH2:30][O:29][CH2:28][C:27]1[C:26]([F:25])=[C:42]([F:43])[C:41]([O:44][CH3:45])=[C:40]([F:46])[C:39]=1[F:47])[CH2:85][N:86]([CH3:87])[CH3:88])[C:75]1[CH:80]=[CH:79][CH:78]=[CH:77][CH:76]=1. (5) Given the reactants [Cl:1][C:2]1[CH:15]=[C:14]([CH2:16][N:17]2[CH2:21][CH2:20][CH2:19][CH2:18]2)[C:13]([Cl:22])=[CH:12][C:3]=1[O:4][C@H:5]1[CH2:8][C@H:7]([CH2:9][NH:10][CH3:11])[CH2:6]1.C(N(CC)CC)C.[CH3:30][C:31]1[C:35]([C:36](Cl)=[O:37])=[C:34]([CH3:39])[O:33][N:32]=1.C([O-])([O-])=O.[K+].[K+], predict the reaction product. The product is: [ClH:1].[Cl:1][C:2]1[CH:15]=[C:14]([CH2:16][N:17]2[CH2:21][CH2:20][CH2:19][CH2:18]2)[C:13]([Cl:22])=[CH:12][C:3]=1[O:4][C@H:5]1[CH2:6][C@H:7]([CH2:9][N:10]([CH3:11])[C:36]([C:35]2[C:31]([CH3:30])=[N:32][O:33][C:34]=2[CH3:39])=[O:37])[CH2:8]1. (6) Given the reactants [C:1](#[N:4])[CH:2]=[CH2:3].[C:5]1([CH:11]2[CH2:16][CH2:15][NH:14][CH2:13][CH2:12]2)[CH:10]=[CH:9][CH:8]=[CH:7][CH:6]=1, predict the reaction product. The product is: [C:5]1([CH:11]2[CH2:12][CH2:13][N:14]([CH2:3][CH2:2][C:1]#[N:4])[CH2:15][CH2:16]2)[CH:10]=[CH:9][CH:8]=[CH:7][CH:6]=1. (7) Given the reactants [CH3:1][C:2]1[CH:8]=[C:7]([C:9]([OH:18])([C:14]([F:17])([F:16])[F:15])[C:10]([F:13])([F:12])[F:11])[CH:6]=[C:5]([CH3:19])[C:3]=1[NH2:4].[C:20]([NH:28][C:29]1[CH:30]=[C:31]([CH:35]=[CH:36][CH:37]=1)[C:32](Cl)=[O:33])(=[O:27])[C:21]1[CH:26]=[CH:25][CH:24]=[CH:23][CH:22]=1.N1C=CC=CC=1.C(=O)([O-])O.[Na+], predict the reaction product. The product is: [CH3:1][C:2]1[CH:8]=[C:7]([C:9]([OH:18])([C:10]([F:12])([F:13])[F:11])[C:14]([F:15])([F:16])[F:17])[CH:6]=[C:5]([CH3:19])[C:3]=1[NH:4][C:32](=[O:33])[C:31]1[CH:35]=[CH:36][CH:37]=[C:29]([NH:28][C:20](=[O:27])[C:21]2[CH:22]=[CH:23][CH:24]=[CH:25][CH:26]=2)[CH:30]=1. (8) Given the reactants [C:1]1([NH:7][CH:8]2[CH2:13][CH2:12][NH:11][CH2:10][CH2:9]2)[CH:6]=[CH:5][CH:4]=[CH:3][CH:2]=1.I[C:15]1[CH:20]=[CH:19][CH:18]=[CH:17][CH:16]=1.C1C=CC(P(C2C([C:36]3C(P(C4C=CC=CC=4)C4C=CC=CC=4)=CC=[C:42]4[C:37]=3[CH:38]=CC=C4)=[C:42]3[C:37]([CH:38]=CC=C3)=[CH:36]C=2)C2C=CC=CC=2)=CC=1.CC([O-])(C)C.[K+].[C:73]([O:76]CC)(=[O:75])C, predict the reaction product. The product is: [C:37]([O:76][C:73]([N:11]1[CH2:12][CH2:13][CH:8]([N:7]([C:15]2[CH:20]=[CH:19][CH:18]=[CH:17][CH:16]=2)[C:1]2[CH:6]=[CH:5][CH:4]=[CH:3][CH:2]=2)[CH2:9][CH2:10]1)=[O:75])([CH3:42])([CH3:38])[CH3:36]. (9) Given the reactants F[C:2]1[CH:7]=[CH:6][C:5]([S:8]([CH:11]2[CH2:21][CH2:20][CH2:19][C:12]32[NH:16][C:15](=[O:17])[NH:14][C:13]3=[O:18])(=[O:10])=[O:9])=[CH:4][CH:3]=1.[CH3:22][O:23][C:24]1[CH:25]=[C:26]([CH:29]=[C:30]([O:32][CH3:33])[CH:31]=1)[CH2:27][OH:28], predict the reaction product. The product is: [CH3:33][O:32][C:30]1[CH:29]=[C:26]([CH:25]=[C:24]([O:23][CH3:22])[CH:31]=1)[CH2:27][O:28][C:2]1[CH:7]=[CH:6][C:5]([S:8]([CH:11]2[CH2:21][CH2:20][CH2:19][C:12]32[NH:16][C:15](=[O:17])[NH:14][C:13]3=[O:18])(=[O:10])=[O:9])=[CH:4][CH:3]=1.